Task: Predict the product of the given reaction.. Dataset: Forward reaction prediction with 1.9M reactions from USPTO patents (1976-2016) (1) Given the reactants [Cl:1][C:2]1[C:3]2[CH:10]=[CH:9][NH:8][C:4]=2[N:5]=[CH:6][N:7]=1.[S:11](Cl)([C:14]1[CH:20]=[CH:19][C:17]([CH3:18])=[CH:16][CH:15]=1)(=[O:13])=[O:12].[OH-].[Na+], predict the reaction product. The product is: [Cl:1][C:2]1[C:3]2[CH:10]=[CH:9][N:8]([S:11]([C:14]3[CH:20]=[CH:19][C:17]([CH3:18])=[CH:16][CH:15]=3)(=[O:13])=[O:12])[C:4]=2[N:5]=[CH:6][N:7]=1. (2) Given the reactants Br[C:2]1[CH:18]=[CH:17][C:5]([O:6][CH:7]([CH3:16])[CH2:8][NH:9][S:10]([CH:13]([CH3:15])[CH3:14])(=[O:12])=[O:11])=[CH:4][CH:3]=1.[CH:19]([C:21]1[CH:26]=[CH:25][CH:24]=[CH:23][C:22]=1B(O)O)=[O:20].C(=O)([O-])[O-].[Na+].[Na+], predict the reaction product. The product is: [CH3:16][CH:7]([O:6][C:5]1[CH:17]=[CH:18][C:2]([C:22]2[CH:23]=[CH:24][CH:25]=[CH:26][C:21]=2[CH:19]=[O:20])=[CH:3][CH:4]=1)[CH2:8][NH:9][S:10]([CH:13]([CH3:15])[CH3:14])(=[O:12])=[O:11]. (3) Given the reactants [CH2:1]([O:3][C:4]([C:6]1[S:10][C:9]([C:11]2[CH:20]=[C:19]([OH:21])[C:18]3[C:13](=[CH:14][CH:15]=[C:16]([CH3:22])[CH:17]=3)[CH:12]=2)=[N:8][C:7]=1[CH3:23])=[O:5])[CH3:2].N1C=CC=CC=1.[F:30][C:31]([F:44])([F:43])[S:32](O[S:32]([C:31]([F:44])([F:43])[F:30])(=[O:34])=[O:33])(=[O:34])=[O:33].Cl, predict the reaction product. The product is: [CH2:1]([O:3][C:4]([C:6]1[S:10][C:9]([C:11]2[CH:20]=[C:19]([O:21][S:32]([C:31]([F:44])([F:43])[F:30])(=[O:34])=[O:33])[C:18]3[C:13](=[CH:14][CH:15]=[C:16]([CH3:22])[CH:17]=3)[CH:12]=2)=[N:8][C:7]=1[CH3:23])=[O:5])[CH3:2]. (4) The product is: [CH3:14][O:15][C:2]1[CH:10]=[N:9][C:8]([Cl:11])=[C:7]2[C:3]=1[CH:4]=[CH:5][NH:6]2. Given the reactants Br[C:2]1[CH:10]=[N:9][C:8]([Cl:11])=[C:7]2[C:3]=1[CH:4]=[CH:5][NH:6]2.[NH4+].[Cl-].[CH3:14][O-:15].[Na+], predict the reaction product. (5) Given the reactants C([O:3][C:4](=[O:32])[CH2:5][NH:6][C:7]1[N:8]=[C:9]([C:25]2[CH:30]=[CH:29][CH:28]=[CH:27][C:26]=2[Cl:31])[C:10]2[CH:16]=[CH:15][C:14](=[O:17])[N:13]([C:18]3[CH:23]=[CH:22][CH:21]=[CH:20][C:19]=3[Cl:24])[C:11]=2[N:12]=1)C.[Li+].[OH-].Cl, predict the reaction product. The product is: [Cl:31][C:26]1[CH:27]=[CH:28][CH:29]=[CH:30][C:25]=1[C:9]1[C:10]2[CH:16]=[CH:15][C:14](=[O:17])[N:13]([C:18]3[CH:23]=[CH:22][CH:21]=[CH:20][C:19]=3[Cl:24])[C:11]=2[N:12]=[C:7]([NH:6][CH2:5][C:4]([OH:32])=[O:3])[N:8]=1. (6) The product is: [O:9]=[C:8]1[NH:7][C:6]2[CH:10]=[CH:11][CH:12]=[CH:13][C:5]=2[NH:4][C:3](=[O:14])[CH:2]1[NH:1][C:15](=[O:19])[CH2:16][CH2:17][CH3:18]. Given the reactants [NH2:1][CH:2]1[C:8](=[O:9])[NH:7][C:6]2[CH:10]=[CH:11][CH:12]=[CH:13][C:5]=2[NH:4][C:3]1=[O:14].[C:15](Cl)(=[O:19])[CH2:16][CH2:17][CH3:18], predict the reaction product. (7) Given the reactants Cl.[NH:2]([C:4]1C=C(C=CC=1)C(OCC)=O)[NH2:3].[CH3:15][N:16]1[CH:20]=[C:19]([C:21](=O)[CH2:22][C:23]#[N:24])[CH:18]=[N:17]1, predict the reaction product. The product is: [CH3:4][N:2]1[C:23]([NH2:24])=[CH:22][C:21]([C:19]2[CH:18]=[N:17][N:16]([CH3:15])[CH:20]=2)=[N:3]1.